From a dataset of Reaction yield outcomes from USPTO patents with 853,638 reactions. Predict the reaction yield, written as a fraction of the theoretical maximum amount of product (1.0 means a 100% yield; for example, 0.34 means a 34% yield). The reactants are [NH:1]1[CH:5]=[CH:4][N:3]=[C:2]1[NH:6][C:7]([C:9]1[C:17]2[N:16]=[C:15]([NH:18][C:19]([C:21]3[N:22]=[CH:23][C:24]4[C:29]([CH:30]=3)=[CH:28][CH:27]=[CH:26][CH:25]=4)=[O:20])[NH:14][C:13]=2[CH:12]=[C:11]([N+:31]([O-])=O)[CH:10]=1)=[O:8]. The catalyst is CN(C=O)C.C(O)(=O)C.[Pd]. The product is [NH2:31][C:11]1[CH:10]=[C:9]([C:7](=[O:8])[NH:6][C:2]2[NH:3][CH:4]=[CH:5][N:1]=2)[C:17]2[N:16]=[C:15]([NH:18][C:19]([C:21]3[N:22]=[CH:23][C:24]4[C:29]([CH:30]=3)=[CH:28][CH:27]=[CH:26][CH:25]=4)=[O:20])[NH:14][C:13]=2[CH:12]=1. The yield is 0.910.